Dataset: Reaction yield outcomes from USPTO patents with 853,638 reactions. Task: Predict the reaction yield, written as a fraction of the theoretical maximum amount of product (1.0 means a 100% yield; for example, 0.34 means a 34% yield). (1) The reactants are [OH:1][CH2:2][CH:3]1[CH2:12][CH:11]([CH2:13][OH:14])[CH2:10][C:5]2([O:9][CH2:8][CH2:7][O:6]2)[CH2:4]1.C(N(CC)CC)C.[CH3:22][S:23](Cl)(=[O:25])=[O:24]. The catalyst is ClCCl. The product is [CH3:22][S:23]([O:1][CH2:2][CH:3]1[CH2:12][CH:11]([CH2:13][O:14][S:23]([CH3:22])(=[O:25])=[O:24])[CH2:10][C:5]2([O:6][CH2:7][CH2:8][O:9]2)[CH2:4]1)(=[O:25])=[O:24]. The yield is 0.970. (2) The reactants are C[O:2][C:3](=[O:28])[C:4]1[CH:9]=[CH:8][C:7]([O:10][CH2:11][CH2:12][O:13][N:14]=[C:15]([C:17]2[CH:22]=[CH:21][C:20]([C:23]([CH3:26])([CH3:25])[CH3:24])=[CH:19][CH:18]=2)[CH3:16])=[CH:6][C:5]=1[OH:27].[OH-].[Na+]. The catalyst is C(O)C. The product is [C:23]([C:20]1[CH:21]=[CH:22][C:17](/[C:15](=[N:14]/[O:13][CH2:12][CH2:11][O:10][C:7]2[CH:8]=[CH:9][C:4]([C:3]([OH:28])=[O:2])=[C:5]([OH:27])[CH:6]=2)/[CH3:16])=[CH:18][CH:19]=1)([CH3:24])([CH3:25])[CH3:26]. The yield is 0.470. (3) The catalyst is C(#N)C.O.CCOC(C)=O. The yield is 0.650. The product is [CH:1]1([C:4]2[CH:9]=[CH:8][C:7]([CH:10]3[N:14]([CH2:15][CH2:16][C:17]4[CH:22]=[CH:21][C:20]([O:23][CH3:24])=[CH:19][CH:18]=4)[C:13](=[O:25])[C:12]4([CH2:26][CH2:27][N:28]([CH2:47][C:48]([NH2:50])=[O:49])[CH2:29][CH2:30]4)[N:11]3[CH3:31])=[CH:6][CH:5]=2)[CH2:3][CH2:2]1. The reactants are [CH:1]1([C:4]2[CH:9]=[CH:8][C:7]([CH:10]3[N:14]([CH2:15][CH2:16][C:17]4[CH:22]=[CH:21][C:20]([O:23][CH3:24])=[CH:19][CH:18]=4)[C:13](=[O:25])[C:12]4([CH2:30][CH2:29][NH:28][CH2:27][CH2:26]4)[N:11]3[CH3:31])=[CH:6][CH:5]=2)[CH2:3][CH2:2]1.C(O)(C(F)(F)F)=O.C(N(CC)CC)C.Br[CH2:47][C:48]([NH2:50])=[O:49].